From a dataset of Forward reaction prediction with 1.9M reactions from USPTO patents (1976-2016). Predict the product of the given reaction. (1) Given the reactants [CH:1]1[C:13]2[NH:12][C:11]3[C:6](=[CH:7][CH:8]=[CH:9][CH:10]=3)[C:5]=2[CH:4]=[CH:3][CH:2]=1.Br[C:15]1[CH:20]=[CH:19][CH:18]=[CH:17][CH:16]=1.[O-]CCCC.[Na+].C(P(C(C)(C)C)C(C)(C)C)(C)(C)C, predict the reaction product. The product is: [C:15]1([N:12]2[C:11]3[CH:10]=[CH:9][CH:8]=[CH:7][C:6]=3[C:5]3[C:13]2=[CH:1][CH:2]=[CH:3][CH:4]=3)[CH:20]=[CH:19][CH:18]=[CH:17][CH:16]=1. (2) Given the reactants [Cl:1][C:2]1[CH:7]=[CH:6][C:5]([S:8]([C:11]([C:14]2[CH:19]=[C:18]([N:20]3[CH2:25][CH2:24][O:23][CH2:22][C@@H:21]3[CH3:26])[N:17]=[C:16]([C:27]3[CH:32]=[CH:31][C:30]([NH:33][C:34](=O)[O:35]C4C=CC=CC=4)=[CH:29][CH:28]=3)[N:15]=2)([CH3:13])[CH3:12])(=[O:10])=[O:9])=[CH:4][CH:3]=1.ClC1C=CC(S(C[C:72]2[CH:71]=[C:70]([N:73]3CCOC[C@@H]3C)N=C(C3[CH:72]=[CH:71][C:70]([NH:73]C(=O)OC4C=CC=CC=4)=CC=3)N=2)(=O)=O)=CC=1, predict the reaction product. The product is: [Cl:1][C:2]1[CH:7]=[CH:6][C:5]([S:8]([C:11]([C:14]2[CH:19]=[C:18]([N:20]3[CH2:25][CH2:24][O:23][CH2:22][C@@H:21]3[CH3:26])[N:17]=[C:16]([C:27]3[CH:28]=[CH:29][C:30]([NH:33][C:34]([NH:73][CH:70]4[CH2:72][CH2:71]4)=[O:35])=[CH:31][CH:32]=3)[N:15]=2)([CH3:13])[CH3:12])(=[O:9])=[O:10])=[CH:4][CH:3]=1. (3) Given the reactants [O:1]([CH2:8][C:9]1[CH:10]=[C:11]([C:23](O)=[O:24])[N:12]([CH2:14][CH2:15][NH:16][C@H:17]([CH3:22])[C:18]([CH3:21])([CH3:20])[CH3:19])[N:13]=1)[C:2]1[CH:7]=[CH:6][CH:5]=[CH:4][CH:3]=1.CN(C(ON1N=NC2C=CC=NC1=2)=[N+](C)C)C.F[P-](F)(F)(F)(F)F.CCN(C(C)C)C(C)C, predict the reaction product. The product is: [O:1]([CH2:8][C:9]1[CH:10]=[C:11]2[C:23](=[O:24])[N:16]([C@H:17]([CH3:22])[C:18]([CH3:19])([CH3:20])[CH3:21])[CH2:15][CH2:14][N:12]2[N:13]=1)[C:2]1[CH:3]=[CH:4][CH:5]=[CH:6][CH:7]=1.